Task: Predict which catalyst facilitates the given reaction.. Dataset: Catalyst prediction with 721,799 reactions and 888 catalyst types from USPTO (1) Reactant: [CH2:1]([C:5]1=[CH:6][N:7]([C:27]([CH3:30])([CH3:29])[CH3:28])[S:8]/[C:9]/1=[N:10]\[C:11](=[O:26])[C:12]1[CH:17]=[C:16]([C:18]#[C:19][Si](C)(C)C)[CH:15]=[CH:14][C:13]=1[O:24][CH3:25])[CH2:2][CH2:3][CH3:4].CCCC[N+](CCCC)(CCCC)CCCC.[F-]. Product: [CH2:1]([C:5]1=[CH:6][N:7]([C:27]([CH3:28])([CH3:30])[CH3:29])[S:8]/[C:9]/1=[N:10]\[C:11](=[O:26])[C:12]1[CH:17]=[C:16]([C:18]#[CH:19])[CH:15]=[CH:14][C:13]=1[O:24][CH3:25])[CH2:2][CH2:3][CH3:4]. The catalyst class is: 20. (2) Reactant: Cl.[Cl:2][C:3]1[CH:4]=[C:5]([CH:23]=[CH:24][C:25]=1[F:26])[C:6]([NH:8][C:9]1[S:10][CH:11]=[C:12]([C:14]([NH:16][CH:17]2[CH2:22][CH2:21][NH:20][CH2:19][CH2:18]2)=[O:15])[N:13]=1)=[O:7].C(N(C(C)C)CC)(C)C.[CH:36]1[CH:41]=[C:40]2[C:42]([CH:45]=O)=[CH:43][NH:44][C:39]2=[CH:38][CH:37]=1.C(O[BH-](OC(=O)C)OC(=O)C)(=O)C.[Na+]. Product: [Cl:2][C:3]1[CH:4]=[C:5]([CH:23]=[CH:24][C:25]=1[F:26])[C:6]([NH:8][C:9]1[S:10][CH:11]=[C:12]([C:14]([NH:16][CH:17]2[CH2:18][CH2:19][N:20]([CH2:45][C:42]3[C:40]4[C:39](=[CH:38][CH:37]=[CH:36][CH:41]=4)[NH:44][CH:43]=3)[CH2:21][CH2:22]2)=[O:15])[N:13]=1)=[O:7]. The catalyst class is: 841.